Dataset: Forward reaction prediction with 1.9M reactions from USPTO patents (1976-2016). Task: Predict the product of the given reaction. (1) Given the reactants Cl.[NH2:2][CH:3]1[CH2:12][C:11]2[C:10]([C:13]([NH2:15])=[O:14])=[CH:9][CH:8]=[C:7]([Cl:16])[C:6]=2[O:5][CH2:4]1.[F:17][C:18]1[CH:19]=[C:20]2[C:24](=[CH:25][CH:26]=1)[NH:23][CH:22]=[C:21]2[CH2:27][CH2:28][CH:29]=O.C(O)(=O)C.C([BH3-])#N.[Na+], predict the reaction product. The product is: [Cl:16][C:7]1[C:6]2[O:5][CH2:4][CH:3]([NH:2][CH2:29][CH2:28][CH2:27][C:21]3[C:20]4[C:24](=[CH:25][CH:26]=[C:18]([F:17])[CH:19]=4)[NH:23][CH:22]=3)[CH2:12][C:11]=2[C:10]([C:13]([NH2:15])=[O:14])=[CH:9][CH:8]=1. (2) Given the reactants [NH2:1][C@@H:2]([C@@H:6]([O:8][CH3:9])[CH3:7])[C:3]([OH:5])=[O:4].Cl(O)(=O)(=O)=O.C([O-])(O)=O.[Na+].[C:20](OC(C)=O)([CH3:23])([CH3:22])[CH3:21], predict the reaction product. The product is: [NH2:1][C@@H:2]([C@@H:6]([O:8][CH3:9])[CH3:7])[C:3]([O:5][C:20]([CH3:23])([CH3:22])[CH3:21])=[O:4].